This data is from Tyrosyl-DNA phosphodiesterase HTS with 341,365 compounds. The task is: Binary Classification. Given a drug SMILES string, predict its activity (active/inactive) in a high-throughput screening assay against a specified biological target. (1) The molecule is O=C(N\N=C\C=C/c1ccccc1)c1ccncc1. The result is 0 (inactive). (2) The compound is S(c1n(nnn1)Cc1ccccc1)CC(=O)Nc1cc(NC(=O)CC)ccc1. The result is 0 (inactive). (3) The compound is s1c2c(nc1NNC(=O)C=1OCCOC1)c(F)cc(F)c2. The result is 0 (inactive). (4) The result is 0 (inactive). The drug is S(c1ccc(C2N3C(C4C2C(=O)N(C4=O)CC)(CCCC3)C(OC)=O)cc1)CCCCCC. (5) The compound is O=c1n(c(=O)n(c2nc(n(c12)CCc1ccccc1)NCCC)C)C. The result is 0 (inactive). (6) The compound is Brc1c(c2oc(nn2)COc2c(cccc2)C#N)cccc1. The result is 0 (inactive). (7) The compound is S(c1n(c2ccc(OC)cc2)cnn1)CCC#N. The result is 0 (inactive). (8) The drug is S(Cc1ncccc1)c1nnc(c2cccnc2)cc1. The result is 0 (inactive). (9) The compound is Clc1cc(C(=O)c2cn(c3c(OC)cccc3)c(=O)c(c2)C#N)c(O)cc1. The result is 0 (inactive). (10) The compound is O(CC(C)C)c1ccc(cc1)C(=O)NCc1occc1. The result is 0 (inactive).